From a dataset of Catalyst prediction with 721,799 reactions and 888 catalyst types from USPTO. Predict which catalyst facilitates the given reaction. (1) Reactant: [CH2:1]([O:3][C:4]([C:6]1[S:10][C:9]([NH2:11])=[N:8][C:7]=1[C:12](F)(F)F)=[O:5])[CH3:2].[C:16](O[C:16]([O:18][C:19]([CH3:22])([CH3:21])[CH3:20])=[O:17])([O:18][C:19]([CH3:22])([CH3:21])[CH3:20])=[O:17]. Product: [CH2:1]([O:3][C:4]([C:6]1[S:10][C:9]([NH:11][C:16]([O:18][C:19]([CH3:22])([CH3:21])[CH3:20])=[O:17])=[N:8][C:7]=1[CH3:12])=[O:5])[CH3:2]. The catalyst class is: 1. (2) Reactant: [CH3:1][C:2]([CH3:13])([CH3:12])[C:3]([NH:5][C:6]1[CH:11]=[CH:10][CH:9]=[CH:8][N:7]=1)=[O:4].CN(C)CCN(C)C.C([Li])CCC.[I:27]I.S([O-])([O-])(=O)=S.[Na+].[Na+]. Product: [I:27][C:11]1[C:6]([NH:5][C:3](=[O:4])[C:2]([CH3:13])([CH3:12])[CH3:1])=[N:7][CH:8]=[CH:9][CH:10]=1. The catalyst class is: 90. (3) Reactant: CS(O)(=O)=O.O=P12OP3(OP(OP(O3)(O1)=O)(=O)O2)=O.[CH3:20][C:21]1[CH:26]=[CH:25][CH:24]=[C:23]([CH3:27])[C:22]=1[OH:28].[CH3:29][S:30]([CH3:32])=O.N#N.[OH-].[NH4+].[F:37][C:38]([F:53])([S:49]([O-:52])(=[O:51])=[O:50])[C:39]([F:48])([F:47])[C:40]([F:46])([F:45])[C:41]([F:44])([F:43])[F:42].[K+]. Product: [F:53][C:38]([F:37])([S:49]([O-:52])(=[O:51])=[O:50])[C:39]([F:47])([F:48])[C:40]([F:46])([F:45])[C:41]([F:44])([F:43])[F:42].[CH3:29][S+:30]([CH3:32])[C:25]1[CH:24]=[C:23]([CH3:27])[C:22]([OH:28])=[C:21]([CH3:20])[CH:26]=1. The catalyst class is: 6. (4) Reactant: [NH2:1][CH2:2][CH2:3][N:4]1[C:8]2[CH:9]=[CH:10][C:11]([C:13]([N:15]3[CH:20]4[CH2:21][CH2:22][CH:16]3[CH2:17][CH:18]([OH:23])[CH2:19]4)=[O:14])=[CH:12][C:7]=2[N:6]=[CH:5]1.CCN(C(C)C)C(C)C.[O:33]=[S:34]1(=[O:43])[CH2:39][CH2:38][N:37]([C:40](Cl)=[O:41])[CH2:36][CH2:35]1. Product: [OH:23][CH:18]1[CH2:19][CH:20]2[N:15]([C:13]([C:11]3[CH:10]=[CH:9][C:8]4[N:4]([CH2:3][CH2:2][NH:1][C:40]([N:37]5[CH2:38][CH2:39][S:34](=[O:43])(=[O:33])[CH2:35][CH2:36]5)=[O:41])[CH:5]=[N:6][C:7]=4[CH:12]=3)=[O:14])[CH:16]([CH2:22][CH2:21]2)[CH2:17]1. The catalyst class is: 1.